Dataset: Forward reaction prediction with 1.9M reactions from USPTO patents (1976-2016). Task: Predict the product of the given reaction. (1) Given the reactants [NH:1]([C:3]1[CH:11]=[CH:10][CH:9]=[CH:8][C:4]=1[C:5]([OH:7])=O)[NH2:2].O=[CH:13][CH:14]([C:17]1[CH:22]=[CH:21][CH:20]=[CH:19][CH:18]=1)[C:15]#[N:16], predict the reaction product. The product is: [C:17]1([C:14]2[CH:13]=[N:2][N:1]3[C:3]4[C:4](=[CH:8][CH:9]=[CH:10][CH:11]=4)[C:5](=[O:7])[NH:16][C:15]=23)[CH:22]=[CH:21][CH:20]=[CH:19][CH:18]=1. (2) Given the reactants [S:1]1[CH:5]=[CH:4][N:3]=[C:2]1[NH2:6].N1C=CN=C1.[S:12](Cl)(Cl)(=[O:14])=[O:13].Cl.[CH3:18][O:19][C:20]1[CH:25]=[C:24]([C:26]([F:29])([F:28])[F:27])[CH:23]=[CH:22][C:21]=1[C:30]1[C:31]2[CH2:39][CH2:38][NH:37][CH2:36][C:32]=2[N:33]=[CH:34][N:35]=1.CCN(C(C)C)C(C)C, predict the reaction product. The product is: [CH3:18][O:19][C:20]1[CH:25]=[C:24]([C:26]([F:29])([F:27])[F:28])[CH:23]=[CH:22][C:21]=1[C:30]1[C:31]2[CH2:39][CH2:38][N:37]([S:12]([NH:6][C:2]3[S:1][CH:5]=[CH:4][N:3]=3)(=[O:14])=[O:13])[CH2:36][C:32]=2[N:33]=[CH:34][N:35]=1. (3) Given the reactants C1(C)C=CC=CC=1.[CH2:8]1[CH2:12][O:11][C:10]2[CH:13]=[CH:14][C:15]3[CH2:16][CH2:17][C:18](=O)[C:19]=3[C:9]1=2.[C:21]([CH2:23]P(=O)(OCC)OCC)#[N:22].CO.C[O-].[Na+], predict the reaction product. The product is: [CH2:8]1[CH2:12][O:11][C:10]2[CH:13]=[CH:14][C:15]3[CH2:16][CH2:17]/[C:18](=[CH:23]\[C:21]#[N:22])/[C:19]=3[C:9]1=2. (4) Given the reactants Cl[C:2]1[N:7]=[C:6]([C:8]2[S:12][C:11]([CH:13]([CH3:15])[CH3:14])=[N:10][C:9]=2[C:16]2[CH:17]=[C:18]([NH:22][S:23]([C:26]3[CH:31]=[CH:30][CH:29]=[C:28]([F:32])[CH:27]=3)(=[O:25])=[O:24])[CH:19]=[CH:20][CH:21]=2)[CH:5]=[CH:4][N:3]=1.[NH2:33][CH2:34][C:35]([OH:37])=[O:36].C([O-])([O-])=O.[K+].[K+], predict the reaction product. The product is: [F:32][C:28]1[CH:27]=[C:26]([S:23]([NH:22][C:18]2[CH:17]=[C:16]([C:9]3[N:10]=[C:11]([CH:13]([CH3:15])[CH3:14])[S:12][C:8]=3[C:6]3[CH:5]=[CH:4][N:3]=[C:2]([NH:33][CH2:34][C:35]([OH:37])=[O:36])[N:7]=3)[CH:21]=[CH:20][CH:19]=2)(=[O:25])=[O:24])[CH:31]=[CH:30][CH:29]=1. (5) Given the reactants Cl[C:2]1[C:3]([F:22])=[CH:4][C:5]2[C:6]([CH:21]=1)=[N:7][C:8]1[N:9]([NH:19][CH3:20])[CH:10]=[C:11]([C:16]([OH:18])=[O:17])[C:12](=[O:15])[C:13]=1[CH:14]=2.[F:23][C:24]1[CH:29]=[CH:28][C:27]([N:30]2[CH2:35][CH2:34][NH:33][CH2:32][CH2:31]2)=[CH:26][CH:25]=1.C(O)C, predict the reaction product. The product is: [F:22][C:3]1[C:2]([N:33]2[CH2:32][CH2:31][N:30]([C:27]3[CH:26]=[CH:25][C:24]([F:23])=[CH:29][CH:28]=3)[CH2:35][CH2:34]2)=[CH:21][C:6]2=[N:7][C:8]3[N:9]([NH:19][CH3:20])[CH:10]=[C:11]([C:16]([OH:18])=[O:17])[C:12](=[O:15])[C:13]=3[CH:14]=[C:5]2[CH:4]=1. (6) The product is: [Cl:1][C:2]1[N:10]=[CH:9][C:8]2[NH:7][C:6]3[N:21]=[CH:22][C:23]([F:26])=[C:24]([I:25])[C:5]=3[C:4]=2[CH:3]=1. Given the reactants [Cl:1][C:2]1[N:10]=[CH:9][C:8]2[N:7](S(C3C=CC(C)=CC=3)(=O)=O)[C:6]3[N:21]=[CH:22][C:23]([F:26])=[C:24]([I:25])[C:5]=3[C:4]=2[CH:3]=1.O.[OH-].[Li+].O.Cl, predict the reaction product. (7) Given the reactants Br[C:2]1[CH:7]=[CH:6][C:5]([N+:8]([O-:10])=[O:9])=[CH:4][N:3]=1.[CH3:11][NH:12][CH3:13], predict the reaction product. The product is: [CH3:11][N:12]([CH3:13])[C:2]1[CH:7]=[CH:6][C:5]([N+:8]([O-:10])=[O:9])=[CH:4][N:3]=1. (8) The product is: [CH2:23]([C:5]1[CH:4]=[C:3]([C:2]([F:25])([F:26])[F:1])[C:8]2[CH2:9][O:10][C@@H:11]3[C@H:15]([C:7]=2[CH:6]=1)[CH2:14][N:13]([C:16]([O:18][C:19]([CH3:20])([CH3:22])[CH3:21])=[O:17])[CH2:12]3)[CH3:24]. Given the reactants [F:1][C:2]([F:26])([F:25])[C:3]1[C:8]2[CH2:9][O:10][C@@H:11]3[C@H:15]([C:7]=2[CH:6]=[C:5]([CH:23]=[CH2:24])[CH:4]=1)[CH2:14][N:13]([C:16]([O:18][C:19]([CH3:22])([CH3:21])[CH3:20])=[O:17])[CH2:12]3, predict the reaction product. (9) Given the reactants [CH2:1]([N:3]1[CH:7]=[C:6]([C:8]2[S:16][C:15]3[C:10](=[N:11][CH:12]=[CH:13][C:14]=3[O:17][C:18]3[CH:23]=[CH:22][C:21]([NH2:24])=[CH:20][C:19]=3[F:25])[CH:9]=2)[N:5]=[CH:4]1)[CH3:2].[F:26][C:27]1[CH:32]=[CH:31][CH:30]=[CH:29][C:28]=1[CH2:33][C:34]([N:36]=[C:37]=[O:38])=[O:35], predict the reaction product. The product is: [CH2:1]([N:3]1[CH:7]=[C:6]([C:8]2[S:16][C:15]3[C:10](=[N:11][CH:12]=[CH:13][C:14]=3[O:17][C:18]3[CH:23]=[CH:22][C:21]([NH:24][C:37]([NH:36][C:34](=[O:35])[CH2:33][C:28]4[CH:29]=[CH:30][CH:31]=[CH:32][C:27]=4[F:26])=[O:38])=[CH:20][C:19]=3[F:25])[CH:9]=2)[N:5]=[CH:4]1)[CH3:2].